From a dataset of Peptide-MHC class II binding affinity with 134,281 pairs from IEDB. Regression. Given a peptide amino acid sequence and an MHC pseudo amino acid sequence, predict their binding affinity value. This is MHC class II binding data. (1) The binding affinity (normalized) is 0.613. The peptide sequence is LFIRMAWHAAGTYRI. The MHC is DRB5_0101 with pseudo-sequence DRB5_0101. (2) The peptide sequence is EVTMLYVVASPDLMT. The MHC is HLA-DQA10301-DQB10302 with pseudo-sequence HLA-DQA10301-DQB10302. The binding affinity (normalized) is 0.319. (3) The peptide sequence is KTKEGVLYVGSKTKE. The MHC is DRB1_1201 with pseudo-sequence DRB1_1201. The binding affinity (normalized) is 0.